From a dataset of Full USPTO retrosynthesis dataset with 1.9M reactions from patents (1976-2016). Predict the reactants needed to synthesize the given product. Given the product [C:1]([O:5][C:6]([N:8]1[CH2:9][CH:10]([C:12](=[O:14])[N:32]([O:31][CH3:27])[CH3:33])[CH2:11]1)=[O:7])([CH3:2])([CH3:3])[CH3:4], predict the reactants needed to synthesize it. The reactants are: [C:1]([O:5][C:6]([N:8]1[CH2:11][CH:10]([C:12]([OH:14])=O)[CH2:9]1)=[O:7])([CH3:4])([CH3:3])[CH3:2].CCN(C(C)C)C(C)C.CN([C:27]([O:31][N:32]1N=NC2C=CC=N[C:33]1=2)=[N+](C)C)C.F[P-](F)(F)(F)(F)F.CNOC.